From a dataset of Peptide-MHC class II binding affinity with 134,281 pairs from IEDB. Regression. Given a peptide amino acid sequence and an MHC pseudo amino acid sequence, predict their binding affinity value. This is MHC class II binding data. (1) The peptide sequence is CLEPIEGKVVQYENL. The MHC is DRB1_0901 with pseudo-sequence DRB1_0901. The binding affinity (normalized) is 0.238. (2) The peptide sequence is DLKPGAAWTVYVGIV. The MHC is HLA-DQA10601-DQB10402 with pseudo-sequence HLA-DQA10601-DQB10402. The binding affinity (normalized) is 0.489. (3) The peptide sequence is EKKYFAATEFEPLAA. The MHC is HLA-DPA10301-DPB10402 with pseudo-sequence HLA-DPA10301-DPB10402. The binding affinity (normalized) is 0.985. (4) The peptide sequence is VEIALGGVMGGLWKY. The MHC is DRB1_1301 with pseudo-sequence DRB1_1301. The binding affinity (normalized) is 0.393.